This data is from Full USPTO retrosynthesis dataset with 1.9M reactions from patents (1976-2016). The task is: Predict the reactants needed to synthesize the given product. Given the product [CH2:39]([O:38][C:36](=[O:37])[CH2:35][N:3]1[N:2]=[N:1][C:5]([C:6]2[O:10][N:9]=[C:8]([N:11]3[CH2:12][CH2:13][N:14]([C:17]([O:19][CH2:20][C:21]4[CH:26]=[CH:25][CH:24]=[CH:23][CH:22]=4)=[O:18])[CH2:15][CH2:16]3)[CH:7]=2)=[N:4]1)[CH3:40], predict the reactants needed to synthesize it. The reactants are: [NH:1]1[C:5]([C:6]2[O:10][N:9]=[C:8]([N:11]3[CH2:16][CH2:15][N:14]([C:17]([O:19][CH2:20][C:21]4[CH:26]=[CH:25][CH:24]=[CH:23][CH:22]=4)=[O:18])[CH2:13][CH2:12]3)[CH:7]=2)=[N:4][N:3]=[N:2]1.C(N(CC)CC)C.Br[CH2:35][C:36]([O:38][CH2:39][CH3:40])=[O:37].